This data is from Forward reaction prediction with 1.9M reactions from USPTO patents (1976-2016). The task is: Predict the product of the given reaction. Given the reactants [CH3:1][O:2][CH2:3][CH2:4][N:5]1[CH2:10][CH2:9][N:8]([C:11]2[CH:16]=[CH:15][C:14]([N+:17]([O-])=O)=[CH:13][CH:12]=2)[CH2:7][CH2:6]1, predict the reaction product. The product is: [CH3:1][O:2][CH2:3][CH2:4][N:5]1[CH2:10][CH2:9][N:8]([C:11]2[CH:16]=[CH:15][C:14]([NH2:17])=[CH:13][CH:12]=2)[CH2:7][CH2:6]1.